This data is from Full USPTO retrosynthesis dataset with 1.9M reactions from patents (1976-2016). The task is: Predict the reactants needed to synthesize the given product. (1) Given the product [F:17][C:18]1[CH:23]=[C:22]([S:24]([CH3:27])(=[O:26])=[O:25])[CH:21]=[CH:20][C:19]=1[O:5][CH2:6][CH:7]1[CH2:8][CH2:9][C:10]2([O:11][CH2:12][CH2:13][O:14]2)[CH2:15][CH2:16]1, predict the reactants needed to synthesize it. The reactants are: CS([O:5][CH2:6][CH:7]1[CH2:16][CH2:15][C:10]2([O:14][CH2:13][CH2:12][O:11]2)[CH2:9][CH2:8]1)(=O)=O.[F:17][C:18]1[CH:23]=[C:22]([S:24]([CH3:27])(=[O:26])=[O:25])[CH:21]=[CH:20][C:19]=1O.C(=O)([O-])[O-].[Cs+].[Cs+]. (2) Given the product [CH3:2][CH2:1][N:3]1[C@H:11]([CH2:13][OH:14])[C@@H:9]([OH:10])[C@H:7]([OH:8])[C@@H:5]([OH:6])[CH2:4]1, predict the reactants needed to synthesize it. The reactants are: [CH2:1]([NH:3][CH2:4][C@@H:5]([C@H:7]([C@@H:9]([C@@H:11]([CH2:13][OH:14])O)[OH:10])[OH:8])[OH:6])[CH3:2].Cl.C(NC[C@@H]1O[C@](O)(CO)[C@@H](O)[C@@H]1O)C. (3) Given the product [CH3:1][O:2][C:3]1[C:16]([O:17][CH3:18])=[CH:15][CH:14]=[C:13]([C:19]2[CH:20]=[C:21]3[C:25](=[CH:26][CH:27]=2)[C:24](=[O:28])[O:23][CH2:22]3)[C:4]=1[O:5][CH2:6][C:7]([CH3:11])([CH3:12])[C:8]([NH:50][CH:54]([CH3:55])[CH3:53])=[O:9], predict the reactants needed to synthesize it. The reactants are: [CH3:1][O:2][C:3]1[C:16]([O:17][CH3:18])=[CH:15][CH:14]=[C:13]([C:19]2[CH:20]=[C:21]3[C:25](=[CH:26][CH:27]=2)[C:24](=[O:28])[O:23][CH2:22]3)[C:4]=1[O:5][CH2:6][C:7]([CH3:12])([CH3:11])[C:8](O)=[O:9].Cl.CN(C)CCCN=C=NCC.C(N(CC)CC)C.O.O[N:50]1[C:54]2[CH:55]=CC=C[C:53]=2N=N1.C(N)(C)C. (4) Given the product [O:11]=[CH:12][CH2:13][N:14]([C:22]1[CH:23]=[CH:24][CH:25]=[CH:26][CH:27]=1)[C:15](=[O:21])[O:16][C:17]([CH3:20])([CH3:19])[CH3:18], predict the reactants needed to synthesize it. The reactants are: C(Cl)(=O)C(Cl)=O.CS(C)=O.[OH:11][CH2:12][CH2:13][N:14]([C:22]1[CH:27]=[CH:26][CH:25]=[CH:24][CH:23]=1)[C:15](=[O:21])[O:16][C:17]([CH3:20])([CH3:19])[CH3:18].C(N(CC)CC)C. (5) Given the product [CH3:33][C:23]1[CH:22]=[C:21]([O:20][CH2:19]/[CH:18]=[C:17](\[C:14]2[CH:15]=[CH:16][C:11]([C:3]#[C:2][CH2:1][N:4]3[CH2:9][CH2:8][O:7][CH2:6][CH2:5]3)=[CH:12][CH:13]=2)/[C:34]2[CH:39]=[CH:38][CH:37]=[C:36]([C:40]([F:43])([F:42])[F:41])[CH:35]=2)[CH:32]=[CH:31][C:24]=1[O:25][CH2:26][C:27]([O:29][CH3:30])=[O:28], predict the reactants needed to synthesize it. The reactants are: [CH2:1]([N:4]1[CH2:9][CH2:8][O:7][CH2:6][CH2:5]1)[C:2]#[CH:3].I[C:11]1[CH:16]=[CH:15][C:14](/[C:17](/[C:34]2[CH:39]=[CH:38][CH:37]=[C:36]([C:40]([F:43])([F:42])[F:41])[CH:35]=2)=[CH:18]\[CH2:19][O:20][C:21]2[CH:32]=[CH:31][C:24]([O:25][CH2:26][C:27]([O:29][CH3:30])=[O:28])=[C:23]([CH3:33])[CH:22]=2)=[CH:13][CH:12]=1. (6) Given the product [C:1]([C:4]1[CH:5]=[N:6][C:7]2[C:12]([C:13]=1[NH:14][C@H:15]1[CH2:20][CH2:19][C@H:18]([NH:21][C:22](=[O:28])[O:23][C:24]([CH3:27])([CH3:26])[CH3:25])[CH2:17][CH2:16]1)=[CH:11][C:10]([C:35]1[CH:36]=[C:31]([Cl:30])[C:32]([OH:47])=[C:33]([Cl:46])[CH:34]=1)=[CH:9][CH:8]=2)(=[O:3])[CH3:2], predict the reactants needed to synthesize it. The reactants are: [C:1]([C:4]1[CH:5]=[N:6][C:7]2[C:12]([C:13]=1[NH:14][C@H:15]1[CH2:20][CH2:19][C@H:18]([NH:21][C:22](=[O:28])[O:23][C:24]([CH3:27])([CH3:26])[CH3:25])[CH2:17][CH2:16]1)=[CH:11][C:10](Br)=[CH:9][CH:8]=2)(=[O:3])[CH3:2].[Cl:30][C:31]1[CH:36]=[C:35](B2OC(C)(C)C(C)(C)O2)[CH:34]=[C:33]([Cl:46])[C:32]=1[OH:47].